From a dataset of Catalyst prediction with 721,799 reactions and 888 catalyst types from USPTO. Predict which catalyst facilitates the given reaction. (1) Reactant: [NH:1]1[C:9]2[C:4](=[CH:5][C:6]([C:10]#[N:11])=[CH:7][CH:8]=2)[CH:3]=[N:2]1.[NH2:12][OH:13].Cl.C([O-])(O)=O.[Na+]. Product: [OH:13][NH:12][C:10]([C:6]1[CH:5]=[C:4]2[C:9](=[CH:8][CH:7]=1)[NH:1][N:2]=[CH:3]2)=[NH:11]. The catalyst class is: 5. (2) Reactant: [F:1][C:2]([F:34])([F:33])[C:3]1[CH:8]=[CH:7][C:6]([NH:9][C:10]2[C:11]3[CH2:25][CH2:24][N:23]([C:26]4[C:31]([Cl:32])=[CH:30][CH:29]=[CH:28][N:27]=4)[CH2:22][C:12]=3[N:13]=[C:14]([O:16][CH2:17][C:18]([O:20]C)=[O:19])[N:15]=2)=[CH:5][CH:4]=1.[OH-].[Na+].O. Product: [F:34][C:2]([F:1])([F:33])[C:3]1[CH:8]=[CH:7][C:6]([NH:9][C:10]2[C:11]3[CH2:25][CH2:24][N:23]([C:26]4[C:31]([Cl:32])=[CH:30][CH:29]=[CH:28][N:27]=4)[CH2:22][C:12]=3[N:13]=[C:14]([O:16][CH2:17][C:18]([OH:20])=[O:19])[N:15]=2)=[CH:5][CH:4]=1. The catalyst class is: 5.